The task is: Predict the product of the given reaction.. This data is from Forward reaction prediction with 1.9M reactions from USPTO patents (1976-2016). (1) Given the reactants [O:1]1[CH:5]=[CH:4][CH:3]=[C:2]1[C:6]1[O:7][C:8]([CH3:34])=[C:9]([CH2:11][O:12][C:13]2[CH:33]=[CH:32][C:16]([CH2:17][O:18][C:19]3[C:23]([CH:24]=O)=[CH:22][N:21]([C:26]4[CH:31]=[CH:30][CH:29]=[CH:28][CH:27]=4)[N:20]=3)=[CH:15][CH:14]=2)[N:10]=1.C(OP([CH2:43][C:44]([O:46][CH2:47][CH3:48])=[O:45])(OCC)=O)C.CN(C)C=O.[H-].[Na+], predict the reaction product. The product is: [O:1]1[CH:5]=[CH:4][CH:3]=[C:2]1[C:6]1[O:7][C:8]([CH3:34])=[C:9]([CH2:11][O:12][C:13]2[CH:14]=[CH:15][C:16]([CH2:17][O:18][C:19]3[C:23](/[CH:24]=[CH:43]/[C:44]([O:46][CH2:47][CH3:48])=[O:45])=[CH:22][N:21]([C:26]4[CH:31]=[CH:30][CH:29]=[CH:28][CH:27]=4)[N:20]=3)=[CH:32][CH:33]=2)[N:10]=1. (2) Given the reactants [C:1]([C:5]1[S:9][C:8]([C:10]([OH:12])=O)=[CH:7][CH:6]=1)([CH3:4])([CH3:3])[CH3:2].CN(C(ON1N=NC2C=CC=NC1=2)=[N+](C)C)C.F[P-](F)(F)(F)(F)F.[NH2:37][C@@H:38]([CH2:46][C:47]1[CH:52]=[CH:51][C:50]([OH:53])=[CH:49][CH:48]=1)[C:39]([O:41][C:42]([CH3:45])([CH3:44])[CH3:43])=[O:40], predict the reaction product. The product is: [C:1]([C:5]1[S:9][C:8]([C:10]([NH:37][C@H:38]([C:39]([O:41][C:42]([CH3:45])([CH3:44])[CH3:43])=[O:40])[CH2:46][C:47]2[CH:52]=[CH:51][C:50]([OH:53])=[CH:49][CH:48]=2)=[O:12])=[CH:7][CH:6]=1)([CH3:2])([CH3:3])[CH3:4].